From a dataset of Reaction yield outcomes from USPTO patents with 853,638 reactions. Predict the reaction yield, written as a fraction of the theoretical maximum amount of product (1.0 means a 100% yield; for example, 0.34 means a 34% yield). (1) The reactants are [F:1][C:2]([F:33])([F:32])[C:3]1[CH:4]=[C:5]([CH:25]=[C:26]([C:28]([F:31])([F:30])[F:29])[CH:27]=1)[C:6]([N:8]1[CH2:24][CH2:23][C:11]2([N:15]([C:16]3[CH:21]=[CH:20][CH:19]=[CH:18][CH:17]=3)[CH2:14][NH:13][C:12]2=[O:22])[CH2:10][CH2:9]1)=[O:7].C(=O)([O-])[O-].[K+].[K+].COCCOCCN(CCOCCOC)CCOCCOC.[Cl:62][C:63]1[CH:68]=[C:67](Cl)[N:66]=[CH:65][N:64]=1. The catalyst is C1(C)C(C)=CC=CC=1.Cl[Cu]. The product is [F:33][C:2]([F:1])([F:32])[C:3]1[CH:4]=[C:5]([CH:25]=[C:26]([C:28]([F:31])([F:30])[F:29])[CH:27]=1)[C:6]([N:8]1[CH2:9][CH2:10][C:11]2([N:15]([C:16]3[CH:17]=[CH:18][CH:19]=[CH:20][CH:21]=3)[CH2:14][N:13]([C:67]3[CH:68]=[C:63]([Cl:62])[N:64]=[CH:65][N:66]=3)[C:12]2=[O:22])[CH2:23][CH2:24]1)=[O:7]. The yield is 0.240. (2) The product is [Cl:1][C:2]1[CH:7]=[CH:6][C:5]([CH:8]2[CH:12]([C:13]3[CH:18]=[CH:17][C:16]([Cl:19])=[CH:15][CH:14]=3)[N:11]([C:20]([N:22]3[CH2:23][CH2:24][N:25]([CH2:40][CH:41]([OH:42])[CH2:43][OH:44])[CH2:26][CH2:27]3)=[O:21])[C:10]([C:28]3[CH:33]=[CH:32][C:31]([O:34][CH3:35])=[CH:30][C:29]=3[O:36][CH:37]([CH3:39])[CH3:38])=[N:9]2)=[CH:4][CH:3]=1. The yield is 0.440. The reactants are [Cl:1][C:2]1[CH:7]=[CH:6][C:5]([CH:8]2[CH:12]([C:13]3[CH:18]=[CH:17][C:16]([Cl:19])=[CH:15][CH:14]=3)[N:11]([C:20]([N:22]3[CH2:27][CH2:26][NH:25][CH2:24][CH2:23]3)=[O:21])[C:10]([C:28]3[CH:33]=[CH:32][C:31]([O:34][CH3:35])=[CH:30][C:29]=3[O:36][CH:37]([CH3:39])[CH3:38])=[N:9]2)=[CH:4][CH:3]=1.[CH2:40]1[O:42][CH:41]1[CH2:43][OH:44]. The catalyst is CO.